From a dataset of Reaction yield outcomes from USPTO patents with 853,638 reactions. Predict the reaction yield, written as a fraction of the theoretical maximum amount of product (1.0 means a 100% yield; for example, 0.34 means a 34% yield). (1) The reactants are [C:1]([O:5][C:6]([N:8]1[CH2:15][CH:14]2[NH:16][CH:10]([CH2:11][N:12]([C:17](=[O:31])[CH2:18][O:19][C:20]3[CH:25]=[CH:24][C:23]([Cl:26])=[CH:22][C:21]=3[NH:27][C:28](=[O:30])[CH3:29])[CH2:13]2)[CH2:9]1)=[O:7])([CH3:4])([CH3:3])[CH3:2].[F:32][C:33]1[CH:40]=[CH:39][C:36]([CH2:37]Cl)=[CH:35][CH:34]=1.C([O-])([O-])=O.[K+].[K+]. The catalyst is CCO. The product is [C:1]([O:5][C:6]([N:8]1[CH2:15][CH:14]2[N:16]([CH2:37][C:36]3[CH:39]=[CH:40][C:33]([F:32])=[CH:34][CH:35]=3)[CH:10]([CH2:11][N:12]([C:17](=[O:31])[CH2:18][O:19][C:20]3[CH:25]=[CH:24][C:23]([Cl:26])=[CH:22][C:21]=3[NH:27][C:28](=[O:30])[CH3:29])[CH2:13]2)[CH2:9]1)=[O:7])([CH3:4])([CH3:2])[CH3:3]. The yield is 0.560. (2) The reactants are [C:1]([C:3]1[CH:4]=[CH:5][C:6]2[O:10][C:9]([CH:11]([NH:18][C:19]3[CH:27]=[CH:26][C:22]([C:23](O)=[O:24])=[CH:21][CH:20]=3)[CH:12]3[CH2:17][CH2:16][CH2:15][CH2:14][CH2:13]3)=[C:8]([CH3:28])[C:7]=2[CH:29]=1)#[N:2].Cl.[CH2:31]([O:33][C:34](=[O:38])[CH2:35][CH2:36][NH2:37])[CH3:32].O.ON1C2C=CC=CC=2N=N1.Cl.C(N=C=NCCCN(C)C)C.Cl. The catalyst is CN(C)C=O.C(N(CC)CC)C. The product is [C:1]([C:3]1[CH:4]=[CH:5][C:6]2[O:10][C:9]([CH:11]([NH:18][C:19]3[CH:27]=[CH:26][C:22]([C:23]([NH:37][CH2:36][CH2:35][C:34]([O:33][CH2:31][CH3:32])=[O:38])=[O:24])=[CH:21][CH:20]=3)[CH:12]3[CH2:13][CH2:14][CH2:15][CH2:16][CH2:17]3)=[C:8]([CH3:28])[C:7]=2[CH:29]=1)#[N:2]. The yield is 0.620. (3) The reactants are [C:1]([O:5][C:6]([NH:8][C:9]1[N:10]=[CH:11][C:12]([CH2:15][NH:16][C:17]2[CH:18]=[C:19]([CH:23]=[CH:24][C:25]=2[CH3:26])[C:20]([OH:22])=O)=[N:13][CH:14]=1)=[O:7])([CH3:4])([CH3:3])[CH3:2].[CH3:27][N:28](C(ON1N=NC2C=CC=NC1=2)=[N+](C)C)C.F[P-](F)(F)(F)(F)F.CCN(C(C)C)C(C)C.Cl.CN. The catalyst is CN(C=O)C. The product is [CH3:26][C:25]1[CH:24]=[CH:23][C:19]([C:20](=[O:22])[NH:28][CH3:27])=[CH:18][C:17]=1[NH:16][CH2:15][C:12]1[N:13]=[CH:14][C:9]([NH:8][C:6](=[O:7])[O:5][C:1]([CH3:4])([CH3:3])[CH3:2])=[N:10][CH:11]=1. The yield is 0.930. (4) The reactants are Cl.[C:2]([N:19]1[CH2:24][CH2:23][NH:22][CH2:21][CH2:20]1)([O:4][CH2:5][CH:6]1[C:18]2[C:13](=[CH:14][CH:15]=[CH:16][CH:17]=2)[C:12]2[C:7]1=[CH:8][CH:9]=[CH:10][CH:11]=2)=[O:3].[CH2:25]([N:32]1[CH2:37][CH2:36][C:35](=O)[CH2:34][CH2:33]1)[C:26]1[CH:31]=[CH:30][CH:29]=[CH:28][CH:27]=1.C([BH3-])#N.C(N1CCCCC1=O)C1C=CC=CC=1. The catalyst is CO.C(O)(=O)C. The product is [CH:17]1[C:18]2[CH:6]([CH2:5][O:4][C:2]([N:19]3[CH2:20][CH2:21][N:22]([CH:35]4[CH2:34][CH2:33][N:32]([CH2:25][C:26]5[CH:31]=[CH:30][CH:29]=[CH:28][CH:27]=5)[CH2:37][CH2:36]4)[CH2:23][CH2:24]3)=[O:3])[C:7]3[C:12](=[CH:11][CH:10]=[CH:9][CH:8]=3)[C:13]=2[CH:14]=[CH:15][CH:16]=1. The yield is 0.710. (5) The reactants are [NH:1]1[CH:5]=[CH:4][N:3]=[C:2]1[C:6]1[CH:11]=[CH:10][C:9]([C:12]2[CH:13]=[CH:14][C:15]3[O:21][CH2:20][CH2:19][N:18](C(OC(C)(C)C)=O)[CH2:17][C:16]=3[CH:29]=2)=[CH:8][CH:7]=1.CCN(C(C)C)C(C)C.Cl[C:40]([O:42][CH2:43][CH:44]([CH3:46])[CH3:45])=[O:41].C(O)(C(F)(F)F)=O. The catalyst is ClCCl. The product is [O:21]1[C:15]2[CH:14]=[CH:13][C:12]([C:9]3[CH:10]=[CH:11][C:6]([C:2]4[N:3]([C:40]([O:42][CH2:43][CH:44]([CH3:46])[CH3:45])=[O:41])[CH:4]=[CH:5][N:1]=4)=[CH:7][CH:8]=3)=[CH:29][C:16]=2[CH2:17][NH:18][CH2:19][CH2:20]1. The yield is 0.650. (6) The reactants are [Br:1][C:2]1[CH:7]=[CH:6][C:5]([C:8]([F:11])([F:10])[F:9])=[C:4]([N+:12]([O-])=O)[CH:3]=1.O.[Cl-].[NH4+]. The catalyst is C(O)C.C1COCC1. The product is [Br:1][C:2]1[CH:7]=[CH:6][C:5]([C:8]([F:9])([F:10])[F:11])=[C:4]([CH:3]=1)[NH2:12]. The yield is 0.900.